This data is from Full USPTO retrosynthesis dataset with 1.9M reactions from patents (1976-2016). The task is: Predict the reactants needed to synthesize the given product. (1) Given the product [F:50][C:51]1[C:59]2[N:58]=[C:57]([CH2:60][CH:61]3[CH2:66][CH2:65][CH2:64][CH2:63][N:62]3[C:14]([C:9]3[N:10]=[C:11]([CH3:13])[S:12][C:8]=3[C:5]3[CH:4]=[CH:3][C:2]([F:1])=[CH:7][CH:6]=3)=[O:16])[NH:56][C:55]=2[CH:54]=[CH:53][C:52]=1[F:67], predict the reactants needed to synthesize it. The reactants are: [F:1][C:2]1[CH:7]=[CH:6][C:5]([C:8]2[S:12][C:11]([CH3:13])=[N:10][C:9]=2[C:14]([OH:16])=O)=[CH:4][CH:3]=1.CN(C(ON1N=NC2C=CC=NC1=2)=[N+](C)C)C.F[P-](F)(F)(F)(F)F.C(N(CC)C(C)C)(C)C.[F:50][C:51]1[C:59]2[N:58]=[C:57]([CH2:60][CH:61]3[CH2:66][CH2:65][CH2:64][CH2:63][NH:62]3)[NH:56][C:55]=2[CH:54]=[CH:53][C:52]=1[F:67]. (2) Given the product [C:1]([O:5][C:6]([C:8]1[CH:13]=[CH:12][C:11]([C:14]2[C:15]([C:29]([O:31][CH2:32][CH3:33])=[O:30])=[N:16][N:17]([C:23]3[CH:28]=[CH:27][C:26]([CH:46]([CH3:48])[CH3:47])=[CH:25][CH:24]=3)[C:18]=2[CH2:19][CH2:20][CH2:21][CH3:22])=[C:10]([C:34]([N:36]2[CH2:45][CH2:44][C:43]3[C:38](=[CH:39][CH:40]=[CH:41][CH:42]=3)[CH2:37]2)=[O:35])[CH:9]=1)=[O:7])([CH3:3])([CH3:4])[CH3:2], predict the reactants needed to synthesize it. The reactants are: [C:1]([O:5][C:6]([C:8]1[CH:13]=[CH:12][C:11]([C:14]2[C:15]([C:29]([O:31][CH2:32][CH3:33])=[O:30])=[N:16][N:17]([C:23]3[CH:28]=[CH:27][CH:26]=[CH:25][CH:24]=3)[C:18]=2[CH2:19][CH2:20][CH2:21][CH3:22])=[C:10]([C:34]([N:36]2[CH2:45][CH2:44][C:43]3[C:38](=[CH:39][CH:40]=[CH:41][CH:42]=3)[CH2:37]2)=[O:35])[CH:9]=1)=[O:7])([CH3:4])([CH3:3])[CH3:2].[CH:46](C1C=CC(N/N=C/C(OCC)=O)=CC=1)([CH3:48])[CH3:47].[N+](C(CCCC)=CC1C=CC(C(OC(C)(C)C)=O)=CC=1C(N1CCC2C(=CC=CC=2)C1)=O)([O-])=O. (3) Given the product [CH2:3]([O:5][C:6]([C:7]1[CH:16]=[CH:15][O:12][C:8]=1[CH:9]([CH3:10])[CH3:11])=[O:13])[CH3:4], predict the reactants needed to synthesize it. The reactants are: [OH-].[Na+].[CH2:3]([O:5][C:6](=[O:13])[CH2:7][C:8](=[O:12])[CH:9]([CH3:11])[CH3:10])[CH3:4].Cl[CH:15](OCC)[CH2:16]Cl. (4) Given the product [Cl:1][C:2]1[CH:3]=[CH:4][C:5]([O:8][C:9](=[O:19])[N:10]([C@H:12]2[CH2:17][CH2:16][C@H:15]([O:18][CH2:25][CH2:24][CH2:23][CH2:22][CH2:21][Br:20])[CH2:14][CH2:13]2)[CH3:11])=[CH:6][CH:7]=1, predict the reactants needed to synthesize it. The reactants are: [Cl:1][C:2]1[CH:7]=[CH:6][C:5]([O:8][C:9](=[O:19])[N:10]([C@H:12]2[CH2:17][CH2:16][C@H:15]([OH:18])[CH2:14][CH2:13]2)[CH3:11])=[CH:4][CH:3]=1.[Br:20][CH2:21][CH2:22][CH2:23][CH2:24][CH2:25]Br. (5) Given the product [C:1]([O:4][CH2:5][CH2:6][C:7]1[CH:8]=[CH:9][CH:10]=[C:11]2[C:15]=1[N:14]([C:18]([O:20][C:21]([CH3:24])([CH3:23])[CH3:22])=[O:19])[CH:13]=[C:12]2[CH:16]=[O:17])(=[O:3])[CH3:2].[C:1]([O:4][CH2:5][CH2:6][C:7]1[CH:8]=[CH:9][CH:10]=[C:11]2[C:15]=1[NH:14][CH:13]=[C:12]2[C:16](=[O:17])[CH:33]([NH:35][C:12]1[CH:13]=[N:14][CH:32]=[C:29]([O:28][CH3:26])[CH:31]=1)[C:34]1[CH:11]=[CH:15][CH:7]=[CH:6][CH:5]=1)(=[O:3])[CH3:2], predict the reactants needed to synthesize it. The reactants are: [C:1]([O:4][CH2:5][CH2:6][C:7]1[CH:8]=[CH:9][CH:10]=[C:11]2[C:15]=1[NH:14][CH:13]=[C:12]2[CH:16]=[O:17])(=[O:3])[CH3:2].[C:18](O[C:26]([O:28][C:29]([CH3:32])([CH3:31])C)=O)([O:20][C:21]([CH3:24])([CH3:23])[CH3:22])=[O:19].[C:33](#[N:35])[CH3:34]. (6) Given the product [O:21]=[C:14]1[C:15]2[C:20](=[CH:19][CH:18]=[CH:17][CH:16]=2)[C:11](=[CH:10][NH:9][C:6]2[CH:7]=[CH:8][C:3]([CH2:2][O:1][S:24]([CH3:23])(=[O:26])=[O:25])=[CH:4][CH:5]=2)[C:12](=[O:22])[NH:13]1, predict the reactants needed to synthesize it. The reactants are: [OH:1][CH2:2][C:3]1[CH:8]=[CH:7][C:6]([NH:9][CH:10]=[C:11]2[C:20]3[C:15](=[CH:16][CH:17]=[CH:18][CH:19]=3)[C:14](=[O:21])[NH:13][C:12]2=[O:22])=[CH:5][CH:4]=1.[CH3:23][S:24](Cl)(=[O:26])=[O:25].C(N(CC)CC)C. (7) The reactants are: [Br:1][C:2]1[CH:7]=[CH:6][C:5]([NH:8][CH2:9][CH2:10][OH:11])=[C:4]([N+:12]([O-])=O)[CH:3]=1.[Cl-].[NH4+]. Given the product [NH2:12][C:4]1[CH:3]=[C:2]([Br:1])[CH:7]=[CH:6][C:5]=1[NH:8][CH2:9][CH2:10][OH:11], predict the reactants needed to synthesize it. (8) Given the product [CH3:1][O:2][C:3]1[C:7]([NH2:8])=[CH:6][N:5]([CH2:11][CH:12]([OH:14])[CH3:13])[N:4]=1, predict the reactants needed to synthesize it. The reactants are: [CH3:1][O:2][C:3]1[C:7]([N+:8]([O-])=O)=[CH:6][N:5]([CH2:11][CH:12]([OH:14])[CH3:13])[N:4]=1. (9) Given the product [CH3:15][O:16][C:17]([CH3:19])([O:14][CH2:13][CH2:12][C:11]1[C:7]2[CH:6]=[CH:5][CH:4]=[C:3]([CH2:2][O:1][C:20]([O:38][CH3:37])([CH3:30])[CH3:21])[C:8]=2[S:9][CH:10]=1)[CH3:18], predict the reactants needed to synthesize it. The reactants are: [OH:1][CH2:2][C:3]1[C:8]2[S:9][CH:10]=[C:11]([CH2:12][CH2:13][OH:14])[C:7]=2[CH:6]=[CH:5][CH:4]=1.[CH3:15][O:16][C:17]([CH3:19])=[CH2:18].[C:20]1([CH3:30])C=CC(S(O)(=O)=O)=C[CH:21]=1.[NH+]1C=CC=CC=1.[C:37](=O)([O-])[OH:38].[Na+].